This data is from Catalyst prediction with 721,799 reactions and 888 catalyst types from USPTO. The task is: Predict which catalyst facilitates the given reaction. Reactant: [C:1]([O:5][C:6]([N:8]1[CH2:15][C@H:14]([OH:16])[CH2:13][C@H:9]1[C:10]([OH:12])=O)=[O:7])([CH3:4])([CH3:3])[CH3:2].C1(P(C2C=CC=CC=2)C2C=CC=CC=2)C=CC=CC=1.N(C(OCC)=O)=NC(OCC)=O. Product: [O:12]=[C:10]1[C@@H:9]2[CH2:13][C@@H:14]([CH2:15][N:8]2[C:6]([O:5][C:1]([CH3:2])([CH3:3])[CH3:4])=[O:7])[O:16]1. The catalyst class is: 4.